From a dataset of TCR-epitope binding with 47,182 pairs between 192 epitopes and 23,139 TCRs. Binary Classification. Given a T-cell receptor sequence (or CDR3 region) and an epitope sequence, predict whether binding occurs between them. The epitope is IQYIDIGNY. The TCR CDR3 sequence is CSVNKRGAGGMNTEAFF. Result: 0 (the TCR does not bind to the epitope).